This data is from NCI-60 drug combinations with 297,098 pairs across 59 cell lines. The task is: Regression. Given two drug SMILES strings and cell line genomic features, predict the synergy score measuring deviation from expected non-interaction effect. Drug 1: C1C(C(OC1N2C=C(C(=O)NC2=O)F)CO)O. Drug 2: C(CN)CNCCSP(=O)(O)O. Cell line: HT29. Synergy scores: CSS=20.0, Synergy_ZIP=1.78, Synergy_Bliss=2.67, Synergy_Loewe=-14.7, Synergy_HSA=-1.68.